From a dataset of Reaction yield outcomes from USPTO patents with 853,638 reactions. Predict the reaction yield, written as a fraction of the theoretical maximum amount of product (1.0 means a 100% yield; for example, 0.34 means a 34% yield). (1) The reactants are Cl.[Cl:2][C:3]1[N:4]=[CH:5][C:6]2[N:11](C(=O)C)[N:10]=[CH:9][C:7]=2[N:8]=1. The catalyst is O1CCCC1. The product is [Cl:2][C:3]1[N:4]=[CH:5][C:6]2[NH:11][N:10]=[CH:9][C:7]=2[N:8]=1. The yield is 0.450. (2) The catalyst is C1(C)C=CC=CC=1.[Cu]I.C1C=CC([P]([Pd]([P](C2C=CC=CC=2)(C2C=CC=CC=2)C2C=CC=CC=2)([P](C2C=CC=CC=2)(C2C=CC=CC=2)C2C=CC=CC=2)[P](C2C=CC=CC=2)(C2C=CC=CC=2)C2C=CC=CC=2)(C2C=CC=CC=2)C2C=CC=CC=2)=CC=1. The product is [Cl:8][C:4]1[CH:3]=[C:2]([C:11]#[C:12][CH3:13])[CH:7]=[CH:6][N:5]=1. The reactants are Br[C:2]1[CH:7]=[CH:6][N:5]=[C:4]([Cl:8])[CH:3]=1.C[Si](C)(C)[C:11]#[C:12][CH3:13].[F-].C([N+](CCCC)(CCCC)CCCC)CCC. The yield is 0.670. (3) The reactants are [NH2:1][C:2]1[CH:3]=[C:4]([C:12]([O:14][CH3:15])=[O:13])[CH:5]=[C:6]([CH:11]=1)[C:7]([O:9][CH3:10])=[O:8].[CH2:16]([CH2:20][C:21](=O)[CH3:22])[C:17]([CH3:19])=O. The catalyst is C1(C)C=CC=CC=1.CC1C=CC(S(O)(=O)=O)=CC=1. The product is [CH3:22][C:21]1[N:1]([C:2]2[CH:11]=[C:6]([C:7]([O:9][CH3:10])=[O:8])[CH:5]=[C:4]([CH:3]=2)[C:12]([O:14][CH3:15])=[O:13])[C:17]([CH3:19])=[CH:16][CH:20]=1. The yield is 0.920.